From a dataset of Forward reaction prediction with 1.9M reactions from USPTO patents (1976-2016). Predict the product of the given reaction. Given the reactants [CH:1](Br)([CH3:3])[CH3:2].[Br:5][C:6]1[CH:7]=[CH:8][C:9](=[O:12])[NH:10][CH:11]=1, predict the reaction product. The product is: [Br:5][C:6]1[CH:7]=[CH:8][C:9]([O:12][CH:1]([CH3:3])[CH3:2])=[N:10][CH:11]=1.